From a dataset of Choline transporter screen with 302,306 compounds. Binary Classification. Given a drug SMILES string, predict its activity (active/inactive) in a high-throughput screening assay against a specified biological target. The molecule is S(=O)(=O)(c1ccc(cc1)C(=O)/N=c1/sccn1C)C. The result is 0 (inactive).